Dataset: Full USPTO retrosynthesis dataset with 1.9M reactions from patents (1976-2016). Task: Predict the reactants needed to synthesize the given product. Given the product [C:16]([CH:15]=[C:19]1[CH2:24][CH2:23][N:22]([C:25]([O:27][C:28]([CH3:31])([CH3:30])[CH3:29])=[O:26])[CH2:21][CH2:20]1)#[N:17], predict the reactants needed to synthesize it. The reactants are: CC(C)([O-])C.[K+].C(OP([CH2:15][C:16]#[N:17])(=O)OCC)C.O=[C:19]1[CH2:24][CH2:23][N:22]([C:25]([O:27][C:28]([CH3:31])([CH3:30])[CH3:29])=[O:26])[CH2:21][CH2:20]1.